Predict the reaction yield, written as a fraction of the theoretical maximum amount of product (1.0 means a 100% yield; for example, 0.34 means a 34% yield). From a dataset of Reaction yield outcomes from USPTO patents with 853,638 reactions. (1) The reactants are [CH3:1][C:2]([CH3:29])([CH3:28])[CH2:3][O:4][C:5]1([C:8]2[CH:13]=[CH:12][C:11]([C:14]#[C:15][C:16]3[CH:26]=[CH:25][C:19]([C:20]([O:22]CC)=[O:21])=[CH:18][CH:17]=3)=[CH:10][C:9]=2[CH3:27])[CH2:7][CH2:6]1.[OH-].[Na+]. The catalyst is C(O)C.O1CCCC1. The product is [CH3:1][C:2]([CH3:29])([CH3:28])[CH2:3][O:4][C:5]1([C:8]2[CH:13]=[CH:12][C:11]([C:14]#[C:15][C:16]3[CH:17]=[CH:18][C:19]([C:20]([OH:22])=[O:21])=[CH:25][CH:26]=3)=[CH:10][C:9]=2[CH3:27])[CH2:7][CH2:6]1. The yield is 0.430. (2) The reactants are [CH2:1]([O:8][C:9]1[CH:17]=[CH:16][CH:15]=[C:14]2[C:10]=1[CH:11]=[CH:12][NH:13]2)[C:2]1[CH:7]=[CH:6][CH:5]=[CH:4][CH:3]=1.C([Mg]Br)C.[CH3:22][C:23]1([CH3:31])[C:25]([CH3:27])([CH3:26])[CH:24]1[C:28](Cl)=[O:29]. The catalyst is ClCCl.[Cl-].[Zn+2].[Cl-]. The product is [CH2:1]([O:8][C:9]1[CH:17]=[CH:16][CH:15]=[C:14]2[C:10]=1[C:11]([C:28]([CH:24]1[C:25]([CH3:27])([CH3:26])[C:23]1([CH3:31])[CH3:22])=[O:29])=[CH:12][NH:13]2)[C:2]1[CH:3]=[CH:4][CH:5]=[CH:6][CH:7]=1. The yield is 0.340. (3) The reactants are C[O:2][C:3]([C:5]1[O:6][C:7]([C:12]2[CH2:17][CH2:16][CH2:15][CH2:14][CH:13]=2)([CH3:11])[C:8](=[O:10])[CH:9]=1)=[O:4].O[Li].O. The catalyst is C1COCC1.CO. The product is [C:12]1([C:7]2([CH3:11])[O:6][C:5]([C:3]([OH:4])=[O:2])=[CH:9][C:8]2=[O:10])[CH2:17][CH2:16][CH2:15][CH2:14][CH:13]=1. The yield is 0.790. (4) The reactants are Br[C:2]1[CH:3]=[N:4][C:5]([C:8]([CH3:11])([CH3:10])[CH3:9])=[N:6][CH:7]=1.[B:12]1([B:12]2[O:16][C:15]([CH3:18])([CH3:17])[C:14]([CH3:20])([CH3:19])[O:13]2)[O:16][C:15]([CH3:18])([CH3:17])[C:14]([CH3:20])([CH3:19])[O:13]1.C([O-])(=O)C.[K+]. The catalyst is CO.C1C=CC(/C=C/C(/C=C/C2C=CC=CC=2)=O)=CC=1.C1C=CC(/C=C/C(/C=C/C2C=CC=CC=2)=O)=CC=1.[Pd].C1(P(C2CCCCC2)C2CCCCC2)CCCCC1. The product is [C:8]([C:5]1[N:4]=[CH:3][C:2]([B:12]2[O:16][C:15]([CH3:18])([CH3:17])[C:14]([CH3:20])([CH3:19])[O:13]2)=[CH:7][N:6]=1)([CH3:11])([CH3:10])[CH3:9]. The yield is 0.750. (5) The reactants are CS(O[CH:6]1[CH2:11][CH2:10][N:9]([C:12]([O:14][C:15]([CH3:18])([CH3:17])[CH3:16])=[O:13])[CH2:8][CH2:7]1)(=O)=O.[NH:19]1[CH:23]=[C:22]([C:24]([O:26][CH2:27][CH3:28])=[O:25])[CH:21]=[N:20]1.[H-].[Na+].O. The catalyst is CN(C)C=O.C(OCC)(=O)C. The product is [CH2:27]([O:26][C:24]([C:22]1[CH:23]=[N:19][N:20]([CH:6]2[CH2:11][CH2:10][N:9]([C:12]([O:14][C:15]([CH3:18])([CH3:17])[CH3:16])=[O:13])[CH2:8][CH2:7]2)[CH:21]=1)=[O:25])[CH3:28]. The yield is 0.680.